Dataset: Forward reaction prediction with 1.9M reactions from USPTO patents (1976-2016). Task: Predict the product of the given reaction. (1) Given the reactants [CH2:1]([O:3][CH2:4][C:5]1[N:6]([CH2:23][CH2:24][O:25][CH2:26][CH2:27][CH2:28][C:29]2[CH:30]=[N:31][CH:32]=[CH:33][CH:34]=2)[C:7]2[C:12]([CH3:13])=[C:11]([CH3:14])[N:10]=[C:9](OC3C=CC=CC=3)[C:8]=2[N:22]=1)[CH3:2].C([O-])(=O)C.[NH4+:39], predict the reaction product. The product is: [CH2:1]([O:3][CH2:4][C:5]1[N:6]([CH2:23][CH2:24][O:25][CH2:26][CH2:27][CH2:28][C:29]2[CH:30]=[N:31][CH:32]=[CH:33][CH:34]=2)[C:7]2[C:12]([CH3:13])=[C:11]([CH3:14])[N:10]=[C:9]([NH2:39])[C:8]=2[N:22]=1)[CH3:2]. (2) Given the reactants [ClH:1].[NH2:2][C@H:3]1[CH2:7][CH2:6][CH2:5][C@H:4]1[C:8]([OH:10])=[O:9].[CH3:11][Si](C=[N+]=[N-])(C)C, predict the reaction product. The product is: [ClH:1].[CH3:11][O:9][C:8]([C@@H:4]1[CH2:5][CH2:6][CH2:7][C@@H:3]1[NH2:2])=[O:10]. (3) The product is: [NH2:20][C:17]1[S:16][C:15](/[CH:14]=[C:11](/[C:5]2[CH:6]=[CH:7][C:8]([O:9][CH3:10])=[C:3]([O:2][CH3:1])[CH:4]=2)\[C:12]#[N:13])=[CH:19][CH:18]=1. Given the reactants [CH3:1][O:2][C:3]1[CH:4]=[C:5](/[C:11](=[CH:14]/[C:15]2[S:16][C:17]([N+:20]([O-])=O)=[CH:18][CH:19]=2)/[C:12]#[N:13])[CH:6]=[CH:7][C:8]=1[O:9][CH3:10].O.O.[Cl-].[Ca+2].[Cl-], predict the reaction product. (4) Given the reactants [CH3:1][S-:2].[Na+].[N+]([C:7]1[CH:19]=[C:18]([C:20]([F:23])([F:22])[F:21])[CH:17]=[CH:16][C:8]=1[C:9]([O:11][CH2:12][CH2:13][CH2:14][CH3:15])=[O:10])([O-])=O, predict the reaction product. The product is: [CH3:1][S:2][C:7]1[CH:19]=[C:18]([C:20]([F:23])([F:22])[F:21])[CH:17]=[CH:16][C:8]=1[C:9]([O:11][CH2:12][CH2:13][CH2:14][CH3:15])=[O:10]. (5) Given the reactants [NH2:1][C:2]1[CH:10]=[CH:9][C:8]([I:11])=[CH:7][C:3]=1[C:4](O)=[O:5].[NH2:12][C:13](N)=[O:14].O, predict the reaction product. The product is: [I:11][C:8]1[CH:7]=[C:3]2[C:2](=[CH:10][CH:9]=1)[NH:1][C:13](=[O:14])[NH:12][C:4]2=[O:5].